This data is from HIV replication inhibition screening data with 41,000+ compounds from the AIDS Antiviral Screen. The task is: Binary Classification. Given a drug SMILES string, predict its activity (active/inactive) in a high-throughput screening assay against a specified biological target. (1) The compound is Sc1cccc2c(S)cccc12. The result is 0 (inactive). (2) The molecule is Cc1cc(C)c2c(c1)CC1(Cc3ccc(C)c(C)c3C1=O)C2=O. The result is 0 (inactive). (3) The molecule is COc1cc(C2c3cc4c(cc3OC(NNC(N)=O)C2C)OCO4)cc(OC)c1OC. The result is 0 (inactive). (4) The drug is O=C1C2CCN(CC2)C1Cn1cnc2c(Cl)ncnc21. The result is 0 (inactive). (5) The drug is ON=C1CCCc2nonc21. The result is 0 (inactive). (6) The molecule is COc1ccccc1C1OCC(C)(C)N1C. The result is 0 (inactive). (7) The compound is O=CC(O)C(O)C(O)C(O)COP(=O)(O)Cc1ccccc1. The result is 0 (inactive).